Dataset: Forward reaction prediction with 1.9M reactions from USPTO patents (1976-2016). Task: Predict the product of the given reaction. (1) Given the reactants CN(C=O)C.[I:6][C:7]1[CH:12]=[C:11]([O:13][CH3:14])[N:10]=[CH:9][C:8]=1[CH2:15][OH:16].N1C=CN=C1.Cl[Si:23]([CH:30]([CH3:32])[CH3:31])([CH:27]([CH3:29])[CH3:28])[CH:24]([CH3:26])[CH3:25], predict the reaction product. The product is: [I:6][C:7]1[C:8]([CH2:15][O:16][Si:23]([CH:30]([CH3:32])[CH3:31])([CH:27]([CH3:29])[CH3:28])[CH:24]([CH3:26])[CH3:25])=[CH:9][N:10]=[C:11]([O:13][CH3:14])[CH:12]=1. (2) Given the reactants [NH2:1][CH2:2][CH2:3][OH:4].[F:5][C:6]1[CH:13]=[CH:12][CH:11]=[CH:10][C:7]=1[CH:8]=O.[BH4-].[Na+], predict the reaction product. The product is: [F:5][C:6]1[CH:13]=[CH:12][CH:11]=[CH:10][C:7]=1[CH2:8][NH:1][CH2:2][CH2:3][OH:4]. (3) The product is: [N:7]12[CH2:8][CH2:9][C:10]([C:15]([C:2]3[S:1][CH:5]=[CH:4][CH:3]=3)([C:2]3[S:1][CH:5]=[CH:4][CH:3]=3)[OH:17])([CH2:11][CH2:12]1)[CH2:13][CH2:14]2. Given the reactants [S:1]1[CH:5]=[CH:4][CH:3]=[C:2]1[Li].[N:7]12[CH2:14][CH2:13][C:10]([C:15]([O:17]CC)=O)([CH2:11][CH2:12]1)[CH2:9][CH2:8]2, predict the reaction product. (4) Given the reactants [Cl:1][C:2]1[CH:7]=[CH:6][CH:5]=[C:4]([F:8])[C:3]=1[CH2:9][N:10]1[CH:14]=[CH:13][C:12]([NH2:15])=[N:11]1.[C:16](Cl)(Cl)=[S:17], predict the reaction product. The product is: [Cl:1][C:2]1[CH:7]=[CH:6][CH:5]=[C:4]([F:8])[C:3]=1[CH2:9][N:10]1[CH:14]=[CH:13][C:12]([N:15]=[C:16]=[S:17])=[N:11]1. (5) Given the reactants [OH:1][C:2]1[CH:15]=[CH:14][C:13]2[C:12](=[O:16])[C:11]3[C:6](=[CH:7][CH:8]=[C:9]([OH:17])[CH:10]=3)[C:5](=[O:18])[C:4]=2[CH:3]=1.C([O-])([O-])=O.[K+].[K+].Br[CH2:26][CH2:27][CH2:28][CH2:29][CH2:30][CH2:31][CH2:32][CH2:33][CH2:34][CH2:35][CH2:36][CH2:37][CH2:38][CH2:39][CH2:40][CH2:41][CH2:42][CH3:43], predict the reaction product. The product is: [CH2:26]([O:1][C:2]1[CH:15]=[CH:14][C:13]2[C:12](=[O:16])[C:11]3[C:6](=[CH:7][CH:8]=[C:9]([O:17][CH2:43][CH2:42][CH2:41][CH2:40][CH2:39][CH2:38][CH2:37][CH2:36][CH2:35][CH2:34][CH2:33][CH2:32][CH2:31][CH2:30][CH2:29][CH2:28][CH2:27][CH3:26])[CH:10]=3)[C:5](=[O:18])[C:4]=2[CH:3]=1)[CH2:27][CH2:28][CH2:29][CH2:30][CH2:31][CH2:32][CH2:33][CH2:34][CH2:35][CH2:36][CH2:37][CH2:38][CH2:39][CH2:40][CH2:41][CH2:42][CH3:43]. (6) Given the reactants [OH:1][C:2]1[CH:11]=[C:10]2[C:5]([C:6]([O:12][C:13]3[CH:14]=[C:15]4[C:19](=[CH:20][CH:21]=3)[NH:18][CH:17]=[CH:16]4)=[N:7][CH:8]=[N:9]2)=[CH:4][C:3]=1[O:22][CH3:23].[CH3:24][O:25][CH2:26][CH2:27][N:28]([CH2:30][CH2:31]O)[CH3:29], predict the reaction product. The product is: [NH:18]1[C:19]2[C:15](=[CH:14][C:13]([O:12][C:6]3[C:5]4[C:10](=[CH:11][C:2]([O:1][CH2:31][CH2:30][N:28]([CH2:27][CH2:26][O:25][CH3:24])[CH3:29])=[C:3]([O:22][CH3:23])[CH:4]=4)[N:9]=[CH:8][N:7]=3)=[CH:21][CH:20]=2)[CH:16]=[CH:17]1. (7) Given the reactants [F:1][C:2]([F:27])([F:26])[CH2:3][NH:4][C:5]([C:7]1([CH2:21][CH2:22][CH2:23][CH2:24]Br)[C:20]2[CH:19]=[CH:18][CH:17]=[CH:16][C:15]=2[O:14][C:13]2[C:8]1=[CH:9][CH:10]=[CH:11][CH:12]=2)=[O:6].[N:28]1([C:34]2[O:35][C:36]3[CH:42]=[CH:41][CH:40]=[CH:39][C:37]=3[N:38]=2)[CH2:33][CH2:32][NH:31][CH2:30][CH2:29]1, predict the reaction product. The product is: [F:1][C:2]([F:27])([F:26])[CH2:3][NH:4][C:5]([C:7]1([CH2:21][CH2:22][CH2:23][CH2:24][N:31]2[CH2:32][CH2:33][N:28]([C:34]3[O:35][C:36]4[CH:42]=[CH:41][CH:40]=[CH:39][C:37]=4[N:38]=3)[CH2:29][CH2:30]2)[C:20]2[CH:19]=[CH:18][CH:17]=[CH:16][C:15]=2[O:14][C:13]2[C:8]1=[CH:9][CH:10]=[CH:11][CH:12]=2)=[O:6].